This data is from Peptide-MHC class I binding affinity with 185,985 pairs from IEDB/IMGT. The task is: Regression. Given a peptide amino acid sequence and an MHC pseudo amino acid sequence, predict their binding affinity value. This is MHC class I binding data. (1) The peptide sequence is DEVVYTHGA. The MHC is HLA-B51:01 with pseudo-sequence HLA-B51:01. The binding affinity (normalized) is 0.0847. (2) The peptide sequence is SVKGRFTIS. The MHC is HLA-B08:01 with pseudo-sequence HLA-B08:01. The binding affinity (normalized) is 0.367. (3) The peptide sequence is HRYLIRQSM. The MHC is HLA-A02:01 with pseudo-sequence HLA-A02:01. The binding affinity (normalized) is 0.0847. (4) The peptide sequence is ERYFRINSL. The MHC is HLA-B45:01 with pseudo-sequence HLA-B45:01. The binding affinity (normalized) is 0.